From a dataset of Catalyst prediction with 721,799 reactions and 888 catalyst types from USPTO. Predict which catalyst facilitates the given reaction. (1) Reactant: [NH2:1][C:2]1[CH:7]=[CH:6][CH:5]=[CH:4][C:3]=1[N:8]1[C:12]2[CH:13]=[CH:14][CH:15]=[CH:16][C:11]=2[NH:10][C:9]1=O. Product: [CH:13]1[C:12]2[N:8]3[C:3]4[CH:4]=[CH:5][CH:6]=[CH:7][C:2]=4[NH:1][C:9]3=[N:10][C:11]=2[CH:16]=[CH:15][CH:14]=1. The catalyst class is: 6. (2) Reactant: Br[C:2]1[C:6](=[O:7])[O:5][CH2:4][C:3]=1[N:8]1[CH2:12][CH2:11][C:10]2([CH2:17][CH2:16][N:15]([C:18]([O:20][C:21]([CH3:24])([CH3:23])[CH3:22])=[O:19])[CH2:14][CH2:13]2)[C:9]1=[O:25].P([O-])([O-])([O-])=O.[K+].[K+].[K+].C1(P([CH:47]2[CH2:52][CH2:51]CCC2)C2CCCCC2)CCCCC1.C1(B(O)O)CC1. Product: [CH:51]1([C:2]2[C:6](=[O:7])[O:5][CH2:4][C:3]=2[N:8]2[CH2:12][CH2:11][C:10]3([CH2:17][CH2:16][N:15]([C:18]([O:20][C:21]([CH3:24])([CH3:23])[CH3:22])=[O:19])[CH2:14][CH2:13]3)[C:9]2=[O:25])[CH2:52][CH2:47]1. The catalyst class is: 498. (3) Reactant: [F:1][C:2]([F:32])([F:31])[C:3]1[CH:8]=[CH:7][CH:6]=[CH:5][C:4]=1[C@H:9]([NH:26][C:27](=O)[CH2:28]Cl)[C@@H:10]([NH:21][C:22](=O)[CH2:23]Cl)[C:11]1[CH:16]=[CH:15][CH:14]=[CH:13][C:12]=1[C:17]([F:20])([F:19])[F:18].B.C1COCC1.CO. Product: [F:1][C:2]([F:32])([F:31])[C:3]1[CH:8]=[CH:7][CH:6]=[CH:5][C:4]=1[C@H:9]1[C@H:10]([C:11]2[CH:16]=[CH:15][CH:14]=[CH:13][C:12]=2[C:17]([F:20])([F:19])[F:18])[N:21]2[CH2:28][CH2:27][N:26]1[CH2:23][CH2:22]2. The catalyst class is: 1. (4) Reactant: [CH2:1]1[C:17]2[C:5]([C:6]3[CH:29]=[CH:28][CH:27]=[CH:26][C:7]=3[C:8]3[C:16]=2[CH:15]=[C:14]2[C:9]=3[C:10]3[CH:25]=[CH:24][CH:23]=[CH:22][C:11]=3[C:12]3[CH:21]=[CH:20][CH:19]=[CH:18][C:13]=32)=[CH:4][CH:3]=[CH:2]1.[OH-].C([N+](CCCC)(CCCC)CCCC)CCC.[CH2:48]([O:50][C:51](=[O:70])[C:52]1[CH:57]=[CH:56][C:55]([O:58][CH2:59][CH2:60][CH2:61][CH2:62][CH2:63][CH2:64][CH2:65][CH2:66][CH2:67][CH2:68]Br)=[CH:54][CH:53]=1)[CH3:49]. Product: [CH:18]1[C:13]2[C:12](=[C:11]3[CH:22]=[CH:23][CH:24]=[CH:25][C:10]3=[C:9]3[C:14]=2[CH:15]([CH2:68][CH2:67][CH2:66][CH2:65][CH2:64][CH2:63][CH2:62][CH2:61][CH2:60][CH2:59][O:58][C:55]2[CH:56]=[CH:57][C:52]([C:51]([O:50][CH2:48][CH3:49])=[O:70])=[CH:53][CH:54]=2)[C:16]2[C:8]3=[C:7]3[CH:26]=[CH:27][CH:28]=[CH:29][C:6]3=[C:5]3[CH:4]=[CH:3][CH:2]=[CH:1][C:17]3=2)[CH:21]=[CH:20][CH:19]=1. The catalyst class is: 472.